From a dataset of Forward reaction prediction with 1.9M reactions from USPTO patents (1976-2016). Predict the product of the given reaction. (1) Given the reactants [Si:1]([O:8][CH2:9][C@@H:10]([NH:24][C:25](=[O:31])[O:26][C:27]([CH3:30])([CH3:29])[CH3:28])[C@H:11]([C:14]1[CH:19]=[CH:18][C:17]([C:20]([F:23])([F:22])[F:21])=[CH:16][CH:15]=1)[CH2:12][OH:13])([C:4]([CH3:7])([CH3:6])[CH3:5])([CH3:3])[CH3:2].[C:32](Cl)(=[O:37])[C:33]([CH3:36])([CH3:35])[CH3:34], predict the reaction product. The product is: [C:32]([O:13][CH2:12][C@@H:11]([C:14]1[CH:15]=[CH:16][C:17]([C:20]([F:23])([F:21])[F:22])=[CH:18][CH:19]=1)[C@H:10]([NH:24][C:25]([O:26][C:27]([CH3:30])([CH3:29])[CH3:28])=[O:31])[CH2:9][O:8][Si:1]([C:4]([CH3:6])([CH3:7])[CH3:5])([CH3:3])[CH3:2])(=[O:37])[C:33]([CH3:36])([CH3:35])[CH3:34]. (2) Given the reactants [F:1][C:2]([F:16])([F:15])[CH2:3][NH:4][C:5]1[CH:6]=[C:7]([C:13]#[N:14])[C:8]([C:11]#[N:12])=[CH:9][CH:10]=1.Cl.Cl[CH2:19][C:20]1[N:21]=[CH:22][S:23][CH:24]=1.C([O-])([O-])=O.[Cs+].[Cs+], predict the reaction product. The product is: [S:23]1[CH:24]=[C:20]([CH2:19][N:4]([CH2:3][C:2]([F:15])([F:16])[F:1])[C:5]2[CH:6]=[C:7]([C:13]#[N:14])[C:8]([C:11]#[N:12])=[CH:9][CH:10]=2)[N:21]=[CH:22]1.